Dataset: Catalyst prediction with 721,799 reactions and 888 catalyst types from USPTO. Task: Predict which catalyst facilitates the given reaction. Reactant: C([O:3][C:4](=[O:33])[CH:5]([O:30][CH2:31][CH3:32])[CH2:6][C:7]1[CH:12]=[CH:11][C:10]([O:13][CH2:14][CH2:15][C:16]2[N:17]=[C:18]([C:22]3[CH:27]=[CH:26][CH:25]=[CH:24][CH:23]=3)[O:19][C:20]=2[CH3:21])=[C:9]([O:28][CH3:29])[CH:8]=1)C.[OH-].[Li+:35]. Product: [CH2:31]([O:30][CH:5]([CH2:6][C:7]1[CH:12]=[CH:11][C:10]([O:13][CH2:14][CH2:15][C:16]2[N:17]=[C:18]([C:22]3[CH:27]=[CH:26][CH:25]=[CH:24][CH:23]=3)[O:19][C:20]=2[CH3:21])=[C:9]([O:28][CH3:29])[CH:8]=1)[C:4]([O-:33])=[O:3])[CH3:32].[Li+:35]. The catalyst class is: 38.